From a dataset of Peptide-MHC class I binding affinity with 185,985 pairs from IEDB/IMGT. Regression. Given a peptide amino acid sequence and an MHC pseudo amino acid sequence, predict their binding affinity value. This is MHC class I binding data. The peptide sequence is LGHGVSIEW. The MHC is HLA-B58:01 with pseudo-sequence HLA-B58:01. The binding affinity (normalized) is 0.371.